Regression. Given a peptide amino acid sequence and an MHC pseudo amino acid sequence, predict their binding affinity value. This is MHC class II binding data. From a dataset of Peptide-MHC class II binding affinity with 134,281 pairs from IEDB. (1) The peptide sequence is LIEKINAGFKAAVAA. The binding affinity (normalized) is 0.592. The MHC is HLA-DQA10101-DQB10501 with pseudo-sequence HLA-DQA10101-DQB10501. (2) The peptide sequence is EHELYVAVLSNALHR. The MHC is DRB1_0701 with pseudo-sequence DRB1_0701. The binding affinity (normalized) is 0.715.